From a dataset of Reaction yield outcomes from USPTO patents with 853,638 reactions. Predict the reaction yield, written as a fraction of the theoretical maximum amount of product (1.0 means a 100% yield; for example, 0.34 means a 34% yield). The reactants are [Br:1][C:2]1[NH:6][C:5]([C@@H:7]2[CH2:11][CH2:10][CH2:9][N:8]2[C:12]([O:14]C(C)(C)C)=O)=[N:4][CH:3]=1.Cl.[CH3:20][O:21][C:22]([NH:24][C@@H:25]([CH:29]([CH3:31])[CH3:30])C(O)=O)=[O:23].CN(C(ON1N=NC2C=CC=NC1=2)=[N+](C)C)C.F[P-](F)(F)(F)(F)F.C(N(C(C)C)CC)(C)C. The catalyst is CO.C(OCC)(=O)C. The product is [Br:1][C:2]1[NH:6][C:5]([C@@H:7]2[CH2:11][CH2:10][CH2:9][N:8]2[C:12](=[O:14])[C@@H:25]([NH:24][C:22](=[O:23])[O:21][CH3:20])[CH:29]([CH3:31])[CH3:30])=[N:4][CH:3]=1. The yield is 0.830.